From a dataset of Forward reaction prediction with 1.9M reactions from USPTO patents (1976-2016). Predict the product of the given reaction. (1) Given the reactants [NH:1]1[CH:5]=[CH:4][C:3]([C:6]([OH:8])=O)=[N:2]1.CCN(C(C)C)C(C)C.Cl.[C:19]12([CH2:29][NH2:30])[CH2:28][CH:23]3[CH2:24][CH:25]([CH2:27][CH:21]([CH2:22]3)[CH2:20]1)[CH2:26]2.F[P-](F)(F)(F)(F)F.N1(O[P+](N(C)C)(N(C)C)N(C)C)C2C=CC=CC=2N=N1, predict the reaction product. The product is: [C:19]12([CH2:29][NH:30][C:6]([C:3]3[CH:4]=[CH:5][NH:1][N:2]=3)=[O:8])[CH2:26][CH:25]3[CH2:24][CH:23]([CH2:22][CH:21]([CH2:27]3)[CH2:20]1)[CH2:28]2. (2) The product is: [CH3:49][O:48][C:41]1[CH:42]=[C:43]([O:46][CH3:47])[CH:44]=[CH:45][C:40]=1[C@@H:10]1[O:11][C@H:12]([CH2:31][OH:32])[C@@H:13]([OH:23])[C@H:14]([OH:15])[C@H:9]1[OH:8]. Given the reactants C([O:8][C@@H:9]1[C@@H:14]([O:15]CC2C=CC=CC=2)[C@H:13]([O:23]CC2C=CC=CC=2)[C@@H:12]([CH2:31][O:32]CC2C=CC=CC=2)[O:11][C@H:10]1[C:40]1[CH:45]=[CH:44][C:43]([O:46][CH3:47])=[CH:42][C:41]=1[O:48][CH3:49])C1C=CC=CC=1, predict the reaction product. (3) Given the reactants [CH3:1][N:2]([CH3:20])[C:3]([C:5]1[N:14]([CH:15]2[CH2:19][CH2:18][CH2:17][CH2:16]2)[C:8]2[N:9]=[C:10](Cl)[N:11]=[CH:12][C:7]=2[CH:6]=1)=[O:4].[NH2:21][C:22]1[N:27]=[CH:26][C:25]([C:28]([NH:30][CH:31]2[CH2:36][CH2:35][N:34](C(O)=O)[CH2:33][CH2:32]2)=[O:29])=[CH:24][CH:23]=1.CCCC[N+](CCCC)(CCCC)CCCC.[F-], predict the reaction product. The product is: [CH3:1][N:2]([CH3:20])[C:3]([C:5]1[N:14]([CH:15]2[CH2:19][CH2:18][CH2:17][CH2:16]2)[C:8]2[N:9]=[C:10]([NH:21][C:22]3[CH:23]=[CH:24][C:25]([C:28](=[O:29])[NH:30][CH:31]4[CH2:36][CH2:35][NH:34][CH2:33][CH2:32]4)=[CH:26][N:27]=3)[N:11]=[CH:12][C:7]=2[CH:6]=1)=[O:4]. (4) Given the reactants C([O:3][C:4](=[O:32])/[CH:5]=[C:6](\[CH3:31])/[CH:7]=[CH:8]/[CH:9]=[C:10](/[C:15]1[C:24]([O:25][CH3:26])=[CH:23][C:22]2[C:21]([CH3:28])([CH3:27])[CH2:20][CH2:19][C:18]([CH3:30])([CH3:29])[C:17]=2[CH:16]=1)\[C:11]([F:14])([F:13])[F:12])C.[OH-].[Na+].Cl, predict the reaction product. The product is: [F:12][C:11]([F:13])([F:14])/[C:10](/[C:15]1[C:24]([O:25][CH3:26])=[CH:23][C:22]2[C:21]([CH3:27])([CH3:28])[CH2:20][CH2:19][C:18]([CH3:30])([CH3:29])[C:17]=2[CH:16]=1)=[CH:9]\[CH:8]=[CH:7]\[C:6](\[CH3:31])=[CH:5]\[C:4]([OH:32])=[O:3]. (5) Given the reactants [CH3:1][O:2][C:3]1[CH:8]=[CH:7][C:6]([NH:9][CH2:10][C:11]([N:13]([CH3:15])[CH3:14])=[O:12])=[CH:5][CH:4]=1.CCN(C(C)C)C(C)C.Br[CH2:26][C:27]([O:29][CH2:30][CH3:31])=[O:28], predict the reaction product. The product is: [CH3:15][N:13]([CH3:14])[C:11](=[O:12])[CH2:10][N:9]([C:6]1[CH:5]=[CH:4][C:3]([O:2][CH3:1])=[CH:8][CH:7]=1)[CH2:26][C:27]([O:29][CH2:30][CH3:31])=[O:28]. (6) Given the reactants [Br:1][C:2]1[CH:3]=[CH:4][C:5]([C:8]([OH:10])=O)=[N:6][CH:7]=1.[CH3:11][C:12]1[CH:17]=[C:16]([CH3:18])[CH:15]=[CH:14][C:13]=1[N:19]1[CH2:24][CH2:23][NH:22][CH2:21][CH2:20]1, predict the reaction product. The product is: [Br:1][C:2]1[CH:3]=[CH:4][C:5]([C:8]([N:22]2[CH2:23][CH2:24][N:19]([C:13]3[CH:14]=[CH:15][C:16]([CH3:18])=[CH:17][C:12]=3[CH3:11])[CH2:20][CH2:21]2)=[O:10])=[N:6][CH:7]=1.